This data is from Experimentally validated miRNA-target interactions with 360,000+ pairs, plus equal number of negative samples. The task is: Binary Classification. Given a miRNA mature sequence and a target amino acid sequence, predict their likelihood of interaction. (1) The protein sequence of the target gene is MSGSKAESEEKAGSKQCPLVQVNEYKENEHIAYTSLRPIQITTLRKTAKVYLYPFSLSNSKLGLLKLSKSPVVNNSSKSVVHKKKDRKKTRRKVLTSKMKALSSKADSLLLKSSVDAYTESTRLGPKRTSDSATLSVDAESSDEDSAPGLDDFSGLSPYERKRLRNIRENANFFASLQLAESAARLRGMIKKRESPESKRKRPKKKENEIGCRRSMRLLKVDPLGVSLPASPTQPTLVEEEENPLLPPGPLEMIPENQDDSSELLKASLKTWAEMSQTSNEKTKKGLSSIKSYKANLSGM.... The miRNA is gga-miR-124a-3p with sequence UUAAGGCACGCGGUGAAUGCCA. Result: 0 (no interaction). (2) The miRNA is hsa-miR-3927-5p with sequence GCCUAUCACAUAUCUGCCUGU. The protein sequence of the target gene is MSHGAGLVRTTCSSGSALGPGAGAAQPSASPLEGLLDLSYPRTHAALLKVAQMVTLLIAFICVRSSLWTNYSAYSYFEVVTICDLIMILAFYLVHLFRFYRVLTCISWPLSELLHYLIGTLLLLIASIVAASKSYNQSGLVAGAIFGFMATFLCMASIWLSYKISCVTQSTDAAV. Result: 0 (no interaction). (3) The miRNA is hsa-miR-942-5p with sequence UCUUCUCUGUUUUGGCCAUGUG. The protein sequence of the target gene is MGPLEFRDVAIEFSLEEWHCLDTAQQNLYRDVMLENYRHLVFLGIVVTKPDLITCLEQGKKPFTVKRHEMIAKSPVMCFHFAQDLCPEQSLKDSFQKVIVTRYEKREYGNLELKKGCESVDEGKVHKRGYNGLNQCLTATQSKVFQCDTYVKVSHIFSNSNRHKIRDTGKKPFKCIECGKAFNQSSTLATHKKIHTGEITCKCEECGKAFNRSSHLTSHKRIHTGEKRYKCEDCGKELKYSSTLTAHKRIHTGEKRYKCEDCGKELKYSSTLTAHKRIHTGEKPYKCDKCGRAFISSSIL.... Result: 0 (no interaction). (4) The miRNA is hsa-miR-138-2-3p with sequence GCUAUUUCACGACACCAGGGUU. The protein sequence of the target gene is MSARKGYLLPSPNYPTTMSCSESPAANSFLVDSLISSGRGEAGGGGGGAGGGGGGGYYAHGGVYLPPAADLPYGLQSCGLFPTLGGKRNEAASPGSGGGGGGLGPGAHGYGPSPIDLWLDAPRSCRMEPPDGPPPPPQQQPPPPPQPPQPAPQATSCSFAQNIKEESSYCLYDSADKCPKVSATAAELAPFPRGPPPDGCALGTSSGVPVPGYFRLSQAYGTAKGYGSGGGGAQQLGAGPFPAQPPGRGFDLPPALASGSADAARKERALDSPPPPTLACGSGGGSQGDEEAHASSSAAE.... Result: 0 (no interaction). (5) The miRNA is mmu-miR-19a-3p with sequence UGUGCAAAUCUAUGCAAAACUGA. Result: 0 (no interaction). The protein sequence of the target gene is MEDEDKTAECQHSKPPTGITHEAPPHHELQEERVMSLRGTDRSEPTEGSNLLTSGEKKPQDSPTEPNGLQSLRRFLACPPRGCLARVITNGTMVVLLWAMVWSVTGPECLPGGNLFGIIILFYCSITGGKLFGLIKFPTLPPLPPLLGMLLAGFLLRNIPVINDSVRIQHKWSSSLRSIALSVILVRAGLGLDSKALRKLKGVCVRLAMGPCIVEACASAILSHFLMGLPWQWGFILGFVVGAVSPAVVVPSMLLLQEGGYGVGKGIPTLLMAAGSFDDILAITGFNTCLGVAFSTGSTV.... (6) The miRNA is mmu-miR-467c-3p with sequence AUAUACAUACACACACCUAUAC. The protein sequence of the target gene is MQRRLVQQWSVAVFLLSYAVPSCGRSVEGLSRRLKRAVSEHQLLHDKGKSIQDLRRRFFLHHLIAEIHTAEIRATSEVSPNSKPSPNTKNHPVRFGSDDEGRYLTQETNKVETYKEQPLKTPGKKKKGKPGKRKEQEKKKRRTRSAWLDSGVTGSGLEGDHLSDTSTTSLELDSRRH. Result: 0 (no interaction). (7) The miRNA is cel-miR-58a-3p with sequence UGAGAUCGUUCAGUACGGCAAU. The protein sequence of the target gene is MWPRLAFCCWGLALVSGWATFQQMSPSRNFSFRLFPETAPGAPGSIPAPPAPGDEAAGSRVERLGQAFRRRVRLLRELSERLELVFLVDDSSSVGEVNFRSELMFVRKLLSDFPVVPTATRVAIVTFSSKNYVVPRVDYISTRRARQHKCALLLQEIPAISYRGGGTYTKGAFQQAAQILLHARENSTKVVFLITDGYSNGGDPRPIAASLRDSGVEIFTFGIWQGNIRELNDMASTPKEEHCYLLHSFEEFEALARRALHEDLPSGSFIQDDMVHCSYLCDEGKDCCDRMGSCKCGTHT.... Result: 0 (no interaction).